Task: Predict the reactants needed to synthesize the given product.. Dataset: Full USPTO retrosynthesis dataset with 1.9M reactions from patents (1976-2016) (1) Given the product [Cl:1][C:2]1[C:3]([CH:4]([OH:5])[C:24]2[C:23](=[O:29])[CH2:28][CH2:27][CH2:26][CH:25]=2)=[CH:6][C:7]([C:10]2[CH:15]=[CH:14][C:13]([O:16][CH3:17])=[CH:12][CH:11]=2)=[CH:8][N:9]=1, predict the reactants needed to synthesize it. The reactants are: [Cl:1][C:2]1[N:9]=[CH:8][C:7]([C:10]2[CH:15]=[CH:14][C:13]([O:16][CH3:17])=[CH:12][CH:11]=2)=[CH:6][C:3]=1[CH:4]=[O:5].N1C=CN=C1.[C:23]1(=[O:29])[CH2:28][CH2:27][CH2:26][CH:25]=[CH:24]1. (2) Given the product [CH:24]1([NH:23][S:22]([C:16]2[CH:15]=[C:14]([C:6]3[NH:7][C:8]4[C:13]([C:5]=3[CH2:4][C:3]([OH:32])=[O:2])=[CH:12][CH:11]=[CH:10][CH:9]=4)[CH:19]=[CH:18][C:17]=2[CH2:20][CH3:21])(=[O:31])=[O:30])[CH2:29][CH2:28][CH2:27][CH2:26][CH2:25]1, predict the reactants needed to synthesize it. The reactants are: C[O:2][C:3](=[O:32])[CH2:4][C:5]1[C:13]2[C:8](=[CH:9][CH:10]=[CH:11][CH:12]=2)[NH:7][C:6]=1[C:14]1[CH:19]=[CH:18][C:17]([CH2:20][CH3:21])=[C:16]([S:22](=[O:31])(=[O:30])[NH:23][CH:24]2[CH2:29][CH2:28][CH2:27][CH2:26][CH2:25]2)[CH:15]=1.C1COCC1.O.